Task: Predict the reactants needed to synthesize the given product.. Dataset: Full USPTO retrosynthesis dataset with 1.9M reactions from patents (1976-2016) (1) Given the product [F:1][C:2]([F:18])([F:19])[C:3]1[CH:8]=[C:7]([C:9]([F:10])([F:11])[F:12])[CH:6]=[CH:5][C:4]=1[CH2:13][CH2:14][CH2:15][CH2:16][OH:17], predict the reactants needed to synthesize it. The reactants are: [F:1][C:2]([F:19])([F:18])[C:3]1[CH:8]=[C:7]([C:9]([F:12])([F:11])[F:10])[CH:6]=[CH:5][C:4]=1[C:13]#[C:14][CH2:15][CH2:16][OH:17]. (2) Given the product [O:31]=[C:28]1[C:3]2[C:7]([C:6]([O:5][CH3:4])=[O:11])=[CH:8][CH:9]=[CH:10][C:2]=2[NH:1][CH:12]([C:13]2[CH:18]=[CH:17][CH:16]=[CH:15][CH:14]=2)[CH:29]1[C:30]1[CH:9]=[CH:10][CH:2]=[CH:3][CH:4]=1.[O:21]=[C:20]1[C:10]2[C:29]([C:28]([O:27][CH2:25][CH3:26])=[O:31])=[CH:30][CH:4]=[CH:3][C:2]=2[NH:1][CH:12]([C:13]2[CH:18]=[CH:17][CH:16]=[CH:15][CH:14]=2)[CH:4]1[C:3]1[CH:2]=[CH:10][CH:9]=[CH:8][CH:7]=1, predict the reactants needed to synthesize it. The reactants are: [NH2:1][C:2]1[CH:10]=[CH:9][CH:8]=[C:7]2[C:3]=1[CH2:4][O:5][C:6]2=[O:11].[CH:12](=O)[C:13]1[CH:18]=[CH:17][CH:16]=[CH:15][CH:14]=1.[CH3:20][O-:21].[Na+].CO.[CH2:25]([O:27][C:28](=[O:31])[CH2:29][CH3:30])[CH3:26]. (3) Given the product [NH2:18][N:1]1[C:2]([C:32](=[O:33])[NH2:31])=[CH:3][C:13]([C:12]([O:16][CH3:17])=[O:15])=[CH:14]1, predict the reactants needed to synthesize it. The reactants are: [N:1]1(C([O-])=O)C=C[C:3](C([O-])=O)=[CH:2]1.[C:12]([O:16][CH3:17])(=[O:15])[C:13]#[CH:14].[N+:18](CC(OCC)=O)#[C-].[H-].[Na+].NCl.C[N:31](C)[CH:32]=[O:33]. (4) Given the product [F:1][C:2]([F:13])([F:12])[C:3]1[CH:8]=[CH:7][C:6]([C:15]2[CH:22]=[CH:21][C:18]([CH:19]=[O:20])=[CH:17][CH:16]=2)=[CH:5][CH:4]=1, predict the reactants needed to synthesize it. The reactants are: [F:1][C:2]([F:13])([F:12])[C:3]1[CH:8]=[CH:7][C:6](B(O)O)=[CH:5][CH:4]=1.Br[C:15]1[CH:22]=[CH:21][C:18]([CH:19]=[O:20])=[CH:17][CH:16]=1.COCCOC.C(=O)([O-])[O-].[Na+].[Na+]. (5) Given the product [F:46][C:47]([F:52])([F:51])[C:48]([OH:50])=[O:49].[F:46][C:47]([F:52])([F:51])[C:48]([OH:50])=[O:49].[Cl:36][C:37]1[CH:38]=[C:39]([CH:40]=[CH:41][CH:42]=1)[CH2:43][CH2:44][NH:45][CH2:10][CH2:9][C:8]([N:7]([CH:1]1[CH2:2][CH2:3][CH2:4][CH2:5][CH2:6]1)[CH2:12][CH2:13][NH:14][CH2:22][CH2:23][C:24]1[C:29]2[O:30][CH2:31][C:32](=[O:34])[NH:33][C:28]=2[C:27]([OH:35])=[CH:26][CH:25]=1)=[O:11], predict the reactants needed to synthesize it. The reactants are: [CH:1]1([N:7]([CH2:12][CH2:13][N:14]([CH2:22][CH2:23][C:24]2[C:29]3[O:30][CH2:31][C:32](=[O:34])[NH:33][C:28]=3[C:27]([OH:35])=[CH:26][CH:25]=2)C(=O)OC(C)(C)C)[C:8](=[O:11])[CH:9]=[CH2:10])[CH2:6][CH2:5][CH2:4][CH2:3][CH2:2]1.[Cl:36][C:37]1[CH:38]=[C:39]([CH2:43][CH2:44][NH2:45])[CH:40]=[CH:41][CH:42]=1.[F:46][C:47]([F:52])([F:51])[C:48]([OH:50])=[O:49]. (6) Given the product [C:22]([N:25]([CH2:26][C:27]1[O:28][C:29]([CH3:32])=[N:30][N:31]=1)[C:12]([C:10]1[CH:9]=[CH:8][C:7]([N:15]2[CH2:18][C:17]([F:20])([F:19])[CH2:16]2)=[C:6]([O:5][CH2:4][CH:1]2[CH2:2][CH2:3]2)[N:11]=1)=[O:14])([CH3:24])([CH3:23])[CH3:21], predict the reactants needed to synthesize it. The reactants are: [CH:1]1([CH2:4][O:5][C:6]2[N:11]=[C:10]([C:12]([OH:14])=O)[CH:9]=[CH:8][C:7]=2[N:15]2[CH2:18][C:17]([F:20])([F:19])[CH2:16]2)[CH2:3][CH2:2]1.[CH3:21][C:22]([NH:25][CH2:26][C:27]1[O:28][C:29]([CH3:32])=[N:30][N:31]=1)([CH3:24])[CH3:23].CN(C(ON1N=NC2C=CC=CC1=2)=[N+](C)C)C.[B-](F)(F)(F)F.CCN(C(C)C)C(C)C. (7) Given the product [CH3:21][O:20][C:15]1[CH:16]=[CH:17][CH:18]=[CH:19][C:14]=1[CH2:13][NH:12][C:7]1[CH:6]=[CH:5][C:4]2[C:9](=[CH:10][CH:11]=[C:2]([NH:28][C:27]3[CH:26]=[C:25]([CH2:24][CH2:23][OH:22])[CH:31]=[CH:30][CH:29]=3)[CH:3]=2)[N:8]=1, predict the reactants needed to synthesize it. The reactants are: Br[C:2]1[CH:3]=[C:4]2[C:9](=[CH:10][CH:11]=1)[N:8]=[C:7]([NH:12][CH2:13][C:14]1[CH:19]=[CH:18][CH:17]=[CH:16][C:15]=1[O:20][CH3:21])[CH:6]=[CH:5]2.[OH:22][CH2:23][CH2:24][C:25]1[CH:26]=[C:27]([CH:29]=[CH:30][CH:31]=1)[NH2:28].